The task is: Regression. Given two drug SMILES strings and cell line genomic features, predict the synergy score measuring deviation from expected non-interaction effect.. This data is from NCI-60 drug combinations with 297,098 pairs across 59 cell lines. Drug 1: C1C(C(OC1N2C=NC3=C(N=C(N=C32)Cl)N)CO)O. Drug 2: N.N.Cl[Pt+2]Cl. Cell line: TK-10. Synergy scores: CSS=25.8, Synergy_ZIP=-5.11, Synergy_Bliss=1.34, Synergy_Loewe=0.188, Synergy_HSA=3.39.